Task: Predict the reaction yield, written as a fraction of the theoretical maximum amount of product (1.0 means a 100% yield; for example, 0.34 means a 34% yield).. Dataset: Reaction yield outcomes from USPTO patents with 853,638 reactions (1) The reactants are [CH2:1]([C:4]1([C:37]([O:39]CC)=[O:38])[CH2:9][CH2:8][N:7]([C:10]2[N:15]=[CH:14][C:13]([C:16]3[CH:17]=[C:18]([C:31]4[CH:36]=[N:35][CH:34]=[CH:33][N:32]=4)[C:19]4[S:23][C:22]([NH:24][C:25]([NH:27][CH2:28][CH3:29])=[O:26])=[N:21][C:20]=4[CH:30]=3)=[CH:12][N:11]=2)[CH2:6][CH2:5]1)[CH:2]=[CH2:3].CC(C)([O-])C.[K+].O. The catalyst is CS(C)=O. The product is [CH2:1]([C:4]1([C:37]([OH:39])=[O:38])[CH2:5][CH2:6][N:7]([C:10]2[N:15]=[CH:14][C:13]([C:16]3[CH:17]=[C:18]([C:31]4[CH:36]=[N:35][CH:34]=[CH:33][N:32]=4)[C:19]4[S:23][C:22]([NH:24][C:25](=[O:26])[NH:27][CH2:28][CH3:29])=[N:21][C:20]=4[CH:30]=3)=[CH:12][N:11]=2)[CH2:8][CH2:9]1)[CH:2]=[CH2:3]. The yield is 0.530. (2) The reactants are Cl.[NH2:2][OH:3].N.OC1C=C[CH:9]=[C:10]2[C:15]=1[N:14]=[CH:13][CH:12]=[CH:11]2.C(C1(CC#N)[O:23][CH2:22][CH2:21][O:20]1)(C)C. The catalyst is CO. The product is [OH:3][N:2]=[C:13]([NH2:14])[CH2:12][C:11]1([CH:10]([CH3:9])[CH3:15])[O:23][CH2:22][CH2:21][O:20]1. The yield is 0.940.